This data is from Reaction yield outcomes from USPTO patents with 853,638 reactions. The task is: Predict the reaction yield, written as a fraction of the theoretical maximum amount of product (1.0 means a 100% yield; for example, 0.34 means a 34% yield). (1) The reactants are [CH3:1][N:2]1[C:6]([C:7](Cl)=[O:8])=[CH:5][C:4]([CH3:10])=[N:3]1.[NH2:11][C:12]1[CH:29]=[CH:28][C:15]([C:16]([C:18]2[CH:26]=[C:25]3[C:21]([CH2:22][C:23](=[O:27])[NH:24]3)=[CH:20][CH:19]=2)=[O:17])=[CH:14][CH:13]=1. The catalyst is C1COCC1. The product is [O:27]=[C:23]1[CH2:22][C:21]2[C:25](=[CH:26][C:18]([C:16]([C:15]3[CH:14]=[CH:13][C:12]([NH:11][C:7]([C:6]4[N:2]([CH3:1])[N:3]=[C:4]([CH3:10])[CH:5]=4)=[O:8])=[CH:29][CH:28]=3)=[O:17])=[CH:19][CH:20]=2)[NH:24]1. The yield is 0.910. (2) The reactants are [C:1]1(C)[C:2]([N:7]=[C:8]=[O:9])=[CH:3][CH:4]=[CH:5][CH:6]=1.[NH2:11][C:12]1[N:17]=[CH:16][N:15]=[C:14]2[N:18]([CH:29]3[CH2:34][CH2:33][C:32](=[O:35])[CH2:31][CH2:30]3)[N:19]=[C:20]([C:21]3[CH:26]=[CH:25][C:24]([NH2:27])=[C:23]([F:28])[CH:22]=3)[C:13]=12.N1C=CC=C[CH:37]=1. No catalyst specified. The product is [NH2:11][C:12]1[N:17]=[CH:16][N:15]=[C:14]2[N:18]([CH:29]3[CH2:30][CH2:31][C:32](=[O:35])[CH2:33][CH2:34]3)[N:19]=[C:20]([C:21]3[CH:26]=[CH:25][C:24]([NH:27][C:8]([NH:7][C:2]4[CH:1]=[CH:6][CH:5]=[C:4]([CH3:37])[CH:3]=4)=[O:9])=[C:23]([F:28])[CH:22]=3)[C:13]=12. The yield is 0.840. (3) The reactants are [NH2:1][C:2]1[CH:30]=[CH:29][C:5]([O:6][C:7]2[C:16]3[C:11](=[CH:12][C:13]([O:19][CH2:20][C@H:21]([OH:28])[CH2:22][N:23]([CH2:26][CH3:27])[CH2:24][CH3:25])=[C:14]([C:17]#[N:18])[CH:15]=3)[N:10]=[CH:9][CH:8]=2)=[CH:4][CH:3]=1.[S:31]1[CH:35]=[CH:34][N:33]=[C:32]1[NH:36][C:37](=O)[O:38]C1C=CC=CC=1.O.C(OCC)(=O)C.O1CCCC1. The catalyst is CS(C)=O. The product is [C:17]([C:14]1[CH:15]=[C:16]2[C:11](=[CH:12][C:13]=1[O:19][CH2:20][C@H:21]([OH:28])[CH2:22][N:23]([CH2:26][CH3:27])[CH2:24][CH3:25])[N:10]=[CH:9][CH:8]=[C:7]2[O:6][C:5]1[CH:4]=[CH:3][C:2]([NH:1][C:37]([NH:36][C:32]2[S:31][CH:35]=[CH:34][N:33]=2)=[O:38])=[CH:30][CH:29]=1)#[N:18]. The yield is 0.545. (4) The reactants are [CH3:1][CH:2]1[O:7][CH:6]([CH3:8])[CH:5]2[C:9]3([CH2:18][C:19]4[C:24]([N:4]2[C:3]1=[O:33])=[CH:23][CH:22]=[C:21]([NH:25]C(=O)OC(C)(C)C)[CH:20]=4)[C:14](=[O:15])[NH:13][C:12](=[O:16])[NH:11][C:10]3=[O:17].[ClH:34].O1CCOCC1. The catalyst is C(Cl)Cl. The product is [ClH:34].[NH2:25][C:21]1[CH:20]=[C:19]2[C:24](=[CH:23][CH:22]=1)[N:4]1[C:3](=[O:33])[CH:2]([CH3:1])[O:7][CH:6]([CH3:8])[CH:5]1[C:9]1([C:14](=[O:15])[NH:13][C:12](=[O:16])[NH:11][C:10]1=[O:17])[CH2:18]2. The yield is 0.990.